Dataset: Reaction yield outcomes from USPTO patents with 853,638 reactions. Task: Predict the reaction yield, written as a fraction of the theoretical maximum amount of product (1.0 means a 100% yield; for example, 0.34 means a 34% yield). (1) The catalyst is ClCCl. The yield is 0.680. The product is [CH2:1]([N:5]([CH2:6][CH2:7][CH2:8][CH3:9])[C:17]([C:19]1[C:23]([Cl:24])=[C:22]([CH3:25])[NH:21][N:20]=1)=[O:18])[CH2:2][CH2:3][CH3:4]. The reactants are [CH2:1]([NH:5][CH2:6][CH2:7][CH2:8][CH3:9])[CH2:2][CH2:3][CH3:4].C[Al](C)C.C(O[C:17]([C:19]1[C:23]([Cl:24])=[C:22]([CH3:25])[NH:21][N:20]=1)=[O:18])C.[C@H](O)(C([O-])=O)[C@@H](O)C([O-])=O.[Na+].[K+]. (2) The reactants are Cl[C:2]1[C:7]([C:8]([O:10][CH2:11][CH3:12])=[O:9])=[CH:6][N:5]=[C:4]([Cl:13])[CH:3]=1.[Br:14][C:15]1[CH:21]=[CH:20][C:18]([NH2:19])=[C:17]([CH3:22])[CH:16]=1.[Li+].C[Si]([N-][Si](C)(C)C)(C)C. The catalyst is C1COCC1.C(OC(=O)C)C.C1CCCCC1. The product is [Br:14][C:15]1[CH:21]=[CH:20][C:18]([NH:19][C:2]2[C:7]([C:8]([O:10][CH2:11][CH3:12])=[O:9])=[CH:6][N:5]=[C:4]([Cl:13])[CH:3]=2)=[C:17]([CH3:22])[CH:16]=1. The yield is 0.270. (3) The reactants are [CH3:1][O:2][C:3]1[CH:4]=[CH:5][C:6]2[O:10][C:9]([CH:11]([NH:18][C:19]3[CH:27]=[CH:26][C:22]([C:23](O)=[O:24])=[CH:21][CH:20]=3)[CH2:12][CH2:13][CH2:14][CH2:15][S:16][CH3:17])=[C:8]([CH3:28])[C:7]=2[CH:29]=1.[CH3:30][NH:31][CH2:32][CH2:33][C:34]([O:36][CH2:37][CH3:38])=[O:35].O.ON1C2C=CC=CC=2N=N1.Cl.C(N=C=NCCCN(C)C)C.[Cl-].[NH4+]. The catalyst is CN(C)C=O.C(N(CC)CC)C. The product is [CH3:1][O:2][C:3]1[CH:4]=[CH:5][C:6]2[O:10][C:9]([CH:11]([NH:18][C:19]3[CH:27]=[CH:26][C:22]([C:23]([N:31]([CH3:30])[CH2:32][CH2:33][C:34]([O:36][CH2:37][CH3:38])=[O:35])=[O:24])=[CH:21][CH:20]=3)[CH2:12][CH2:13][CH2:14][CH2:15][S:16][CH3:17])=[C:8]([CH3:28])[C:7]=2[CH:29]=1. The yield is 0.880. (4) The reactants are [CH2:1]([N:5]([CH2:37][CH2:38][CH2:39][CH3:40])[C:6]([C:8]1[CH:12]=[C:11]([CH3:13])[N:10]([C:14]2[CH:19]=[CH:18][C:17]([N+:20]([O-:22])=[O:21])=[CH:16][C:15]=2[C:23]([N:25]2[C@H:34]([CH2:35][OH:36])[CH2:33][C:32]3[C:27](=[CH:28][CH:29]=[CH:30][CH:31]=3)[CH2:26]2)=[O:24])[N:9]=1)=[O:7])[CH2:2][CH2:3][CH3:4].[Si:41](Cl)([C:44]([CH3:47])([CH3:46])[CH3:45])([CH3:43])[CH3:42].N1C=CN=C1. The catalyst is C(Cl)Cl.O. The product is [CH2:37]([N:5]([CH2:1][CH2:2][CH2:3][CH3:4])[C:6]([C:8]1[CH:12]=[C:11]([CH3:13])[N:10]([C:14]2[CH:19]=[CH:18][C:17]([N+:20]([O-:22])=[O:21])=[CH:16][C:15]=2[C:23]([N:25]2[C@H:34]([CH2:35][O:36][Si:41]([C:44]([CH3:47])([CH3:46])[CH3:45])([CH3:43])[CH3:42])[CH2:33][C:32]3[C:27](=[CH:28][CH:29]=[CH:30][CH:31]=3)[CH2:26]2)=[O:24])[N:9]=1)=[O:7])[CH2:38][CH2:39][CH3:40]. The yield is 0.640. (5) The reactants are [O-:1][Mn](=O)(=O)=O.[K+].[Br:7][C:8]1[CH:13]=[C:12]([CH3:14])[CH:11]=[CH:10][N:9]=1.[OH2:15]. No catalyst specified. The product is [Br:7][C:8]1[CH:13]=[C:12]([C:14]([OH:1])=[O:15])[CH:11]=[CH:10][N:9]=1. The yield is 0.203. (6) The yield is 0.740. The product is [F:1][C:2]1[CH:7]=[C:6]([F:8])[CH:5]=[CH:4][C:3]=1[C:9]1[C:17]2[C:12](=[CH:13][C:14]([O:18][CH2:19][CH2:20][N:21]3[CH2:22][CH2:23][S:24](=[O:28])(=[O:27])[CH2:25][CH2:26]3)=[CH:15][CH:16]=2)[C:11](=[O:29])[C:10]=1[C:65]1[CH:64]=[N:63][C:72]2[C:67]([CH:66]=1)=[CH:68][CH:69]=[CH:70][CH:71]=2. The reactants are [F:1][C:2]1[CH:7]=[C:6]([F:8])[CH:5]=[CH:4][C:3]=1[C:9]1[C:17]2[C:12](=[CH:13][C:14]([O:18][CH2:19][CH2:20][N:21]3[CH2:26][CH2:25][S:24](=[O:28])(=[O:27])[CH2:23][CH2:22]3)=[CH:15][CH:16]=2)[C:11](=[O:29])[C:10]=1C1C=CC(C)=CC=1.O1CCN(CCOC2C=C3C(C(C4C=CC=CC=4)=C(Br)C3=O)=CC=2)CC1.[N:63]1[C:72]2[C:67](=[CH:68][CH:69]=[CH:70][CH:71]=2)[CH:66]=[C:65](B(O)O)[CH:64]=1. No catalyst specified. (7) The reactants are [Cl:1][C:2]1[CH:27]=[CH:26][C:5]([CH2:6][N:7]2[CH:12]=[C:11]([C:13]3[CH:18]=[CH:17][C:16]([O:19][CH3:20])=[CH:15][CH:14]=3)[CH:10]=[C:9]([C:21](OC)=[O:22])[C:8]2=[O:25])=[CH:4][CH:3]=1.CC(C[AlH]CC(C)C)C. The catalyst is CCOCC. The product is [Cl:1][C:2]1[CH:3]=[CH:4][C:5]([CH2:6][N:7]2[CH:12]=[C:11]([C:13]3[CH:18]=[CH:17][C:16]([O:19][CH3:20])=[CH:15][CH:14]=3)[CH:10]=[C:9]([CH2:21][OH:22])[C:8]2=[O:25])=[CH:26][CH:27]=1. The yield is 0.0900. (8) The reactants are FC(F)(F)S(O[C:7]1[CH:12]=[C:11]([O:13][C:14](=[O:18])[N:15]([CH3:17])[CH3:16])[CH:10]=[CH:9][C:8]=1[CH:19]=[O:20])(=O)=O.[Cl-].[Li+].[CH2:25]([Sn](CCCC)(CCCC)C=C)[CH2:26]CC.[F-].[K+]. The catalyst is O1CCOCC1.C1C=CC([P]([Pd]([P](C2C=CC=CC=2)(C2C=CC=CC=2)C2C=CC=CC=2)([P](C2C=CC=CC=2)(C2C=CC=CC=2)C2C=CC=CC=2)[P](C2C=CC=CC=2)(C2C=CC=CC=2)C2C=CC=CC=2)(C2C=CC=CC=2)C2C=CC=CC=2)=CC=1.C(C1C=CC=C(C(C)(C)C)C=1O)(C)(C)C. The product is [CH3:16][N:15]([CH3:17])[C:14](=[O:18])[O:13][C:11]1[CH:10]=[CH:9][C:8]([CH:19]=[O:20])=[C:7]([CH:25]=[CH2:26])[CH:12]=1. The yield is 0.790. (9) The reactants are [F:1][CH:2]([F:35])[C:3]1[CH:12]=[C:11]2[C:6]([CH2:7][CH2:8][CH2:9][N:10]2[C:13]2[C:17]3[CH2:18][N:19]([C:22]([O:24][C:25]([CH3:28])([CH3:27])[CH3:26])=[O:23])[CH2:20][CH2:21][C:16]=3[N:15]([CH:29]3[CH2:34][CH2:33][O:32][CH2:31][CH2:30]3)[N:14]=2)=[CH:5][CH:4]=1.[Br:36]N1C(=O)CCC1=O. The catalyst is C(Cl)Cl. The product is [Br:36][C:4]1[CH:5]=[C:6]2[C:11](=[CH:12][C:3]=1[CH:2]([F:1])[F:35])[N:10]([C:13]1[C:17]3[CH2:18][N:19]([C:22]([O:24][C:25]([CH3:28])([CH3:27])[CH3:26])=[O:23])[CH2:20][CH2:21][C:16]=3[N:15]([CH:29]3[CH2:30][CH2:31][O:32][CH2:33][CH2:34]3)[N:14]=1)[CH2:9][CH2:8][CH2:7]2. The yield is 0.920. (10) The reactants are [CH:1]1([CH2:4][C:5]([NH:7][NH:8][C:9]2[N:10]=[N:11][CH:12]=[C:13]([N:19]3[CH2:24][CH2:23][CH:22]([C:25]4[CH:30]=[CH:29][CH:28]=[CH:27][C:26]=4[F:31])[CH2:21][CH2:20]3)[C:14]=2[C:15]([F:18])([F:17])[F:16])=O)[CH2:3][CH2:2]1.P(Cl)(Cl)(Cl)=O. The catalyst is C(#N)C.C(=O)(O)[O-].[Na+].C(OCC)(=O)C. The product is [CH:1]1([CH2:4][C:5]2[N:10]3[N:11]=[CH:12][C:13]([N:19]4[CH2:24][CH2:23][CH:22]([C:25]5[CH:30]=[CH:29][CH:28]=[CH:27][C:26]=5[F:31])[CH2:21][CH2:20]4)=[C:14]([C:15]([F:18])([F:17])[F:16])[C:9]3=[N:8][N:7]=2)[CH2:3][CH2:2]1. The yield is 0.0100.